Dataset: Forward reaction prediction with 1.9M reactions from USPTO patents (1976-2016). Task: Predict the product of the given reaction. Given the reactants [NH2:1][OH:2].Cl.S([O-])([O-])(=O)=O.[Na+].[Na+].ClC(Cl)(Cl)C([O:15][CH2:16][CH3:17])O.[Cl:20][C:21]1[CH:27]=[C:26]([F:28])[CH:25]=[CH:24][C:22]=1[NH2:23], predict the reaction product. The product is: [Cl:20][C:21]1[CH:27]=[C:26]([F:28])[CH:25]=[CH:24][C:22]=1[NH:23][C:16](=[O:15])/[CH:17]=[N:1]/[OH:2].